Dataset: Full USPTO retrosynthesis dataset with 1.9M reactions from patents (1976-2016). Task: Predict the reactants needed to synthesize the given product. (1) Given the product [Cl:35][C:33]1[N:32]=[CH:31][N:30]=[C:29]2[N:28]([CH3:36])[N:27]=[C:26]([CH2:25][O:14][C:12]3[CH:13]=[C:8]([O:7][CH2:6][C:5]4[CH:16]=[CH:17][C:2]([Cl:1])=[CH:3][CH:4]=4)[CH:9]=[CH:10][C:11]=3[CH3:15])[C:34]=12, predict the reactants needed to synthesize it. The reactants are: [Cl:1][C:2]1[CH:17]=[CH:16][C:5]([CH2:6][O:7][C:8]2[CH:9]=[CH:10][C:11]([CH3:15])=[C:12]([OH:14])[CH:13]=2)=[CH:4][CH:3]=1.C(=O)([O-])[O-].[K+].[K+].Br[CH2:25][C:26]1[C:34]2[C:29](=[N:30][CH:31]=[N:32][C:33]=2[Cl:35])[N:28]([CH3:36])[N:27]=1. (2) Given the product [Br:35][C:32]1[CH:31]=[C:28]2[C:27](=[N:34][CH:33]=1)[NH:26][C:4](=[O:19])[C:5]([N:6]1[CH2:7][CH2:8][N:9]([C:12]([O:14][C:15]([CH3:16])([CH3:17])[CH3:18])=[O:13])[CH2:10][CH2:11]1)=[CH:29]2, predict the reactants needed to synthesize it. The reactants are: C(O[C:4](=[O:19])[CH2:5][N:6]1[CH2:11][CH2:10][N:9]([C:12]([O:14][C:15]([CH3:18])([CH3:17])[CH3:16])=[O:13])[CH2:8][CH2:7]1)C.CC(C)([O-])C.[Na+].[NH2:26][C:27]1[N:34]=[CH:33][C:32]([Br:35])=[CH:31][C:28]=1[CH:29]=O. (3) Given the product [Cl:1][C:2]1[CH:7]=[CH:6][C:5]([NH:8][C:9]([NH:14][C:15]2[CH:20]=[CH:19][CH:18]=[CH:17][CH:16]=2)=[O:10])=[CH:4][C:3]=1[N+:11]([O-:13])=[O:12], predict the reactants needed to synthesize it. The reactants are: [Cl:1][C:2]1[CH:7]=[CH:6][C:5]([N:8]=[C:9]=[O:10])=[CH:4][C:3]=1[N+:11]([O-:13])=[O:12].[NH2:14][C:15]1[CH:20]=[CH:19][CH:18]=[CH:17][CH:16]=1. (4) Given the product [CH2:50]([O:49][C:48]1[C:47](=[O:57])[N:46]=[C:45]([CH2:58][C:59]2([C:64]3[CH:69]=[CH:68][CH:67]=[CH:66][CH:65]=3)[CH2:63][CH2:62][CH2:61][CH2:60]2)[N:44]2[CH2:71][CH2:70][N:40]([CH2:39][CH:36]3[CH2:37][CH2:38]3)[C:41](=[O:42])[C:43]=12)[C:51]1[CH:56]=[CH:55][CH:54]=[CH:53][CH:52]=1, predict the reactants needed to synthesize it. The reactants are: C(OC1C(=O)N=C(CC2(C3C=CC=CC=3)CCCC2)N2CCN(C3CC3)C(=O)C=12)C1C=CC=CC=1.[CH:36]1([CH2:39][N:40]([CH2:70][CH2:71]O)[C:41]([C:43]2[C:48]([O:49][CH2:50][C:51]3[CH:56]=[CH:55][CH:54]=[CH:53][CH:52]=3)=[C:47]([OH:57])[N:46]=[C:45]([CH2:58][C:59]3([C:64]4[CH:69]=[CH:68][CH:67]=[CH:66][CH:65]=4)[CH2:63][CH2:62][CH2:61][CH2:60]3)[N:44]=2)=[O:42])[CH2:38][CH2:37]1. (5) The reactants are: [NH2:1][C:2]1[N:7]=[C:6]([N:8]2[CH2:13][C@H:12]([CH3:14])[N:11]([C:15]([O:17][C:18]([CH3:21])([CH3:20])[CH3:19])=[O:16])[C@H:10]([CH3:22])[CH2:9]2)[CH:5]=[CH:4][C:3]=1[O:23][CH3:24].N1C=CC=CC=1.[Br:31][C:32]1[CH:37]=[CH:36][C:35]([S:38](Cl)(=[O:40])=[O:39])=[C:34]([Cl:42])[CH:33]=1. Given the product [Br:31][C:32]1[CH:37]=[CH:36][C:35]([S:38]([NH:1][C:2]2[N:7]=[C:6]([N:8]3[CH2:9][C@H:10]([CH3:22])[N:11]([C:15]([O:17][C:18]([CH3:19])([CH3:21])[CH3:20])=[O:16])[C@H:12]([CH3:14])[CH2:13]3)[CH:5]=[CH:4][C:3]=2[O:23][CH3:24])(=[O:39])=[O:40])=[C:34]([Cl:42])[CH:33]=1, predict the reactants needed to synthesize it. (6) Given the product [CH3:33][C:4]([CH3:34])([CH2:5][C:6]1[CH:7]=[CH:8][C:9]([O:12][CH2:13][CH2:14][CH:15]2[CH2:19][N:18]([CH2:20][C:21]3[CH:22]=[CH:23][C:24]([C:27]([F:28])([F:30])[F:29])=[CH:25][CH:26]=3)[C:17](=[O:31])[N:16]2[CH3:32])=[CH:10][CH:11]=1)[C:3]([OH:35])=[O:2], predict the reactants needed to synthesize it. The reactants are: C[O:2][C:3](=[O:35])[C:4]([CH3:34])([CH3:33])[CH2:5][C:6]1[CH:11]=[CH:10][C:9]([O:12][CH2:13][CH2:14][CH:15]2[CH2:19][N:18]([CH2:20][C:21]3[CH:26]=[CH:25][C:24]([C:27]([F:30])([F:29])[F:28])=[CH:23][CH:22]=3)[C:17](=[O:31])[N:16]2[CH3:32])=[CH:8][CH:7]=1.[OH-].[Na+].Cl.